From a dataset of Experimentally validated miRNA-target interactions with 360,000+ pairs, plus equal number of negative samples. Binary Classification. Given a miRNA mature sequence and a target amino acid sequence, predict their likelihood of interaction. The miRNA is rno-miR-133b-3p with sequence UUUGGUCCCCUUCAACCAGCUA. The protein sequence of the target gene is MAAALLLLRGLRPGPEPRPRRLWGLLSGRGPGLSSGAGARRPYAARGTPVGPAAAGGHAPQSLLLRILTPSFEGISGLLLKQHIVPNAVRLWPLSGSTLYFNTSRMKQKNKDNDKPKGKTPEDDEEEKRRKEREDQMYRERLRTLFIIALVMSLLNSLSTSGGSISWADFVNEMLAKGEVQRVQVVPESDVVEVYLHPGAVVFGRPRLALMYRMQVANIDKFEEKLRAAEDELNIESKDRIPVSYKRTGFFGNALYALGMTAVGLAILWYVFRLAGMTGREGGFSAFNQLKMARFTIVDG.... Result: 0 (no interaction).